This data is from Full USPTO retrosynthesis dataset with 1.9M reactions from patents (1976-2016). The task is: Predict the reactants needed to synthesize the given product. Given the product [Cl:40][C:41]1[CH:42]=[CH:43][C:44]([C:47]2[C:53]3[C:54]([CH3:58])=[C:55]([CH3:57])[S:56][C:52]=3[N:51]3[C:59]([CH3:62])=[N:60][N:61]=[C:50]3[C@H:49]([CH2:63][C:64]([NH:1][C:2]3[CH:3]=[CH:4][C:5]([O:6][CH2:7][CH2:8][O:9][CH2:10][CH2:11][O:12][CH2:13][CH2:14][O:15][CH2:16][CH2:17][NH:18][C:19]4[CH:27]=[CH:26][CH:25]=[C:24]5[C:20]=4[C:21](=[O:37])[N:22]([CH:29]4[CH2:34][CH2:33][C:32](=[O:35])[NH:31][C:30]4=[O:36])[C:23]5=[O:28])=[CH:38][CH:39]=3)=[O:65])[N:48]=2)=[CH:45][CH:46]=1, predict the reactants needed to synthesize it. The reactants are: [NH2:1][C:2]1[CH:39]=[CH:38][C:5]([O:6][CH2:7][CH2:8][O:9][CH2:10][CH2:11][O:12][CH2:13][CH2:14][O:15][CH2:16][CH2:17][NH:18][C:19]2[CH:27]=[CH:26][CH:25]=[C:24]3[C:20]=2[C:21](=[O:37])[N:22]([CH:29]2[CH2:34][CH2:33][C:32](=[O:35])[NH:31][C:30]2=[O:36])[C:23]3=[O:28])=[CH:4][CH:3]=1.[Cl:40][C:41]1[CH:46]=[CH:45][C:44]([C:47]2[C:53]3[C:54]([CH3:58])=[C:55]([CH3:57])[S:56][C:52]=3[N:51]3[C:59]([CH3:62])=[N:60][N:61]=[C:50]3[C@H:49]([CH2:63][C:64](O)=[O:65])[N:48]=2)=[CH:43][CH:42]=1.C(N(C(C)C)C(C)C)C.F[P-](F)(F)(F)(F)F.N1(OC(N(C)C)=[N+](C)C)C2N=CC=CC=2N=N1.